Dataset: TCR-epitope binding with 47,182 pairs between 192 epitopes and 23,139 TCRs. Task: Binary Classification. Given a T-cell receptor sequence (or CDR3 region) and an epitope sequence, predict whether binding occurs between them. (1) Result: 0 (the TCR does not bind to the epitope). The epitope is AYILFTRFFYV. The TCR CDR3 sequence is CSARDYNSYEQYF. (2) The epitope is KMKDLSPRW. The TCR CDR3 sequence is CASSLEAGMGYGYTF. Result: 1 (the TCR binds to the epitope).